From a dataset of Reaction yield outcomes from USPTO patents with 853,638 reactions. Predict the reaction yield, written as a fraction of the theoretical maximum amount of product (1.0 means a 100% yield; for example, 0.34 means a 34% yield). (1) The reactants are C[O:2][C:3]([C:5]1([C:8]2[CH:45]=[CH:44][CH:43]=[CH:42][C:9]=2[CH2:10][CH2:11][C:12]2[C:17]([C:18]([F:21])([F:20])[F:19])=[CH:16][N:15]=[C:14]([NH:22][C:23]3[CH:28]=[CH:27][C:26]([CH:29]4[CH2:34][CH2:33][N:32]([C:35]([O:37][C:38]([CH3:41])([CH3:40])[CH3:39])=[O:36])[CH2:31][CH2:30]4)=[CH:25][CH:24]=3)[N:13]=2)[CH2:7][CH2:6]1)=[O:4].O[Li].O. The catalyst is C1COCC1.CO.O. The product is [C:38]([O:37][C:35]([N:32]1[CH2:33][CH2:34][CH:29]([C:26]2[CH:25]=[CH:24][C:23]([NH:22][C:14]3[N:13]=[C:12]([CH2:11][CH2:10][C:9]4[CH:42]=[CH:43][CH:44]=[CH:45][C:8]=4[C:5]4([C:3]([OH:4])=[O:2])[CH2:6][CH2:7]4)[C:17]([C:18]([F:20])([F:19])[F:21])=[CH:16][N:15]=3)=[CH:28][CH:27]=2)[CH2:30][CH2:31]1)=[O:36])([CH3:41])([CH3:39])[CH3:40]. The yield is 0.980. (2) The reactants are [CH3:1][N:2]1[CH:6]=[C:5]([C:7]([O:9]CC)=O)[C:4](=[O:12])[N:3]1[C:13]1[CH:18]=[CH:17][CH:16]=[CH:15][CH:14]=1.[OH-].[Na+].Cl.[CH3:22][O:23][C:24]1[CH:33]=[C:32]2[C:27]([C:28]([O:34][C:35]3[CH:36]=[CH:37][C:38]([NH2:41])=[N:39][CH:40]=3)=[CH:29][CH:30]=[N:31]2)=[CH:26][CH:25]=1.CCN(CC)CC.CN(C(ON1N=NC2C=CC=NC1=2)=[N+](C)C)C.F[P-](F)(F)(F)(F)F. The catalyst is CO.O.CN(C=O)C.CCOC(C)=O.ClCCl. The product is [CH3:22][O:23][C:24]1[CH:33]=[C:32]2[C:27]([C:28]([O:34][C:35]3[CH:36]=[CH:37][C:38]([NH:41][C:7]([C:5]4[C:4](=[O:12])[N:3]([C:13]5[CH:14]=[CH:15][CH:16]=[CH:17][CH:18]=5)[N:2]([CH3:1])[CH:6]=4)=[O:9])=[N:39][CH:40]=3)=[CH:29][CH:30]=[N:31]2)=[CH:26][CH:25]=1. The yield is 0.200. (3) The reactants are [F:1][C:2]1[CH:7]=[CH:6][C:5]([OH:8])=[CH:4][CH:3]=1.C1(P(C2C=CC=CC=2)C2C=CC=CC=2)C=CC=CC=1.[C:28]([N:35]1[CH2:40][CH2:39][CH2:38][CH:37]([CH2:41]O)[CH2:36]1)([O:30][C:31]([CH3:34])([CH3:33])[CH3:32])=[O:29].CCOC(/N=N/C(OCC)=O)=O. The catalyst is C1COCC1. The product is [F:1][C:2]1[CH:7]=[CH:6][C:5]([O:8][CH2:41][CH:37]2[CH2:38][CH2:39][CH2:40][N:35]([C:28]([O:30][C:31]([CH3:32])([CH3:34])[CH3:33])=[O:29])[CH2:36]2)=[CH:4][CH:3]=1. The yield is 0.420. (4) The reactants are [NH2:1][C:2]1[C:10]([C:11]([OH:13])=[O:12])=[CH:9][CH:8]=[C:7]2[C:3]=1[CH2:4][CH2:5][CH2:6]2.[CH3:14][Si](C=[N+]=[N-])(C)C. The catalyst is C(OCC)(=O)C.C(O)C. The product is [CH3:14][O:12][C:11]([C:10]1[C:2]([NH2:1])=[C:3]2[C:7](=[CH:8][CH:9]=1)[CH2:6][CH2:5][CH2:4]2)=[O:13]. The yield is 0.760. (5) The reactants are BrC1C=C(S(NC2C(O)=CC(Cl)=CN=2)(=O)=O)C=NC=1.[Br:20][C:21]1[CH:22]=[C:23]([O:38]C)[C:24]([NH:27][S:28]([C:31]2[CH:35]=[C:34]([Cl:36])[S:33][C:32]=2[Cl:37])(=[O:30])=[O:29])=[N:25][CH:26]=1.BrC1C=C(S(NC2C(OC)=CC(Cl)=CN=2)(=O)=O)C=NC=1. No catalyst specified. The product is [Br:20][C:21]1[CH:22]=[C:23]([OH:38])[C:24]([NH:27][S:28]([C:31]2[CH:35]=[C:34]([Cl:36])[S:33][C:32]=2[Cl:37])(=[O:29])=[O:30])=[N:25][CH:26]=1. The yield is 0.240. (6) The reactants are [Cl-].O[NH3+:3].[C:4](=[O:7])([O-])[OH:5].[Na+].CS(C)=O.[CH2:13]([C:17]1[N:18]=[C:19]([CH3:47])[N:20]([CH2:39][C:40]2[C:41]([CH3:46])=[N:42][O:43][C:44]=2[CH3:45])[C:21](=[O:38])[C:22]=1[CH2:23][C:24]1[CH:29]=[CH:28][C:27]([C:30]2[C:31]([C:36]#[N:37])=[CH:32][CH:33]=[CH:34][CH:35]=2)=[CH:26][CH:25]=1)[CH2:14][CH2:15][CH3:16]. The catalyst is C(OCC)(=O)C. The product is [CH2:13]([C:17]1[N:18]=[C:19]([CH3:47])[N:20]([CH2:39][C:40]2[C:41]([CH3:46])=[N:42][O:43][C:44]=2[CH3:45])[C:21](=[O:38])[C:22]=1[CH2:23][C:24]1[CH:25]=[CH:26][C:27]([C:30]2[CH:35]=[CH:34][CH:33]=[CH:32][C:31]=2[C:36]2[NH:3][C:4](=[O:7])[O:5][N:37]=2)=[CH:28][CH:29]=1)[CH2:14][CH2:15][CH3:16]. The yield is 0.550. (7) The reactants are Cl.[C:2](Cl)(=[O:9])[C:3]1[CH:8]=[CH:7][CH:6]=[N:5][CH:4]=1.[CH3:11][O:12][C:13]1[CH:14]=[C:15]2[C:20](=[C:21]3[CH2:25][C:24]([CH3:27])([CH3:26])[O:23][C:22]=13)[C:19]([C:28]1[CH:33]=[CH:32][C:31]([NH2:34])=[CH:30][CH:29]=1)=[N:18][C:17]([CH3:36])([CH3:35])[CH2:16]2.O. The catalyst is CN(C)C1C=CN=CC=1.CN(C)C=O. The product is [CH3:11][O:12][C:13]1[CH:14]=[C:15]2[C:20](=[C:21]3[CH2:25][C:24]([CH3:27])([CH3:26])[O:23][C:22]=13)[C:19]([C:28]1[CH:29]=[CH:30][C:31]([NH:34][C:2]([C:3]3[CH:4]=[N:5][CH:6]=[CH:7][CH:8]=3)=[O:9])=[CH:32][CH:33]=1)=[N:18][C:17]([CH3:36])([CH3:35])[CH2:16]2. The yield is 0.200.